Dataset: Reaction yield outcomes from USPTO patents with 853,638 reactions. Task: Predict the reaction yield, written as a fraction of the theoretical maximum amount of product (1.0 means a 100% yield; for example, 0.34 means a 34% yield). (1) The reactants are N(C(OCC)=O)=NC(OCC)=O.[Br:13][C:14]1[CH:33]=[CH:32][C:17]([NH:18][C:19]2[C:28]3[C:23](=[CH:24][C:25]([OH:31])=[C:26]([O:29][CH3:30])[CH:27]=3)[N:22]=[CH:21][N:20]=2)=[C:16]([F:34])[CH:15]=1.[N:35]1([CH2:40]/[CH:41]=[CH:42]/[CH2:43]O)[CH2:39][CH2:38][CH2:37][CH2:36]1.C1(P(C2C=CC=CC=2)C2C=CC=CC=2)C=CC=CC=1.C(Cl)[Cl:65]. No catalyst specified. The product is [ClH:65].[Br:13][C:14]1[CH:33]=[CH:32][C:17]([NH:18][C:19]2[C:28]3[C:23](=[CH:24][C:25]([O:31][CH2:43]/[CH:42]=[CH:41]/[CH2:40][N:35]4[CH2:39][CH2:38][CH2:37][CH2:36]4)=[C:26]([O:29][CH3:30])[CH:27]=3)[N:22]=[CH:21][N:20]=2)=[C:16]([F:34])[CH:15]=1. The yield is 0.320. (2) The reactants are [C:1]([O:4][C:5]([CH3:8])([CH3:7])[CH3:6])(=[O:3])[CH3:2].Cl[C:10]1[CH:15]=[CH:14][CH:13]=[C:12]([CH3:16])[N:11]=1.[Li+].C[Si]([N-][Si](C)(C)C)(C)C.[Cl-].[NH4+]. The catalyst is C1(C)C=CC=CC=1.O. The product is [CH3:16][C:12]1[N:11]=[C:10]([CH2:2][C:1]([O:4][C:5]([CH3:8])([CH3:7])[CH3:6])=[O:3])[CH:15]=[CH:14][CH:13]=1. The yield is 0.890. (3) The reactants are [OH-:1].[K+].[CH3:3][C:4]([N:23]1[CH2:27][CH2:26][C@H:25]([O:28][C:29]2[CH:34]=[CH:33][CH:32]=[CH:31][CH:30]=2)[CH2:24]1)([CH3:22])[CH2:5][CH2:6][C:7]([C:16]1[CH:21]=[CH:20][CH:19]=[CH:18][CH:17]=1)([C:10]1[CH:15]=[CH:14][CH:13]=[CH:12][CH:11]=1)[C:8]#[N:9]. The catalyst is CC(O)(CC)CC. The product is [CH3:22][C:4]([N:23]1[CH2:27][CH2:26][C@H:25]([O:28][C:29]2[CH:34]=[CH:33][CH:32]=[CH:31][CH:30]=2)[CH2:24]1)([CH3:3])[CH2:5][CH2:6][C:7]([C:16]1[CH:17]=[CH:18][CH:19]=[CH:20][CH:21]=1)([C:10]1[CH:11]=[CH:12][CH:13]=[CH:14][CH:15]=1)[C:8]([NH2:9])=[O:1]. The yield is 0.820. (4) The reactants are [CH3:1][O:2][CH2:3][CH2:4][O:5][C:6]1[C:7]([NH2:19])=[N:8][CH:9]=[C:10]([O:12][C:13]2[CH:18]=[CH:17][CH:16]=[CH:15][CH:14]=2)[CH:11]=1.[C:20](N1C=CN=C1)([N:22]1C=CN=C1)=[S:21].[NH4+].[OH-].O. The catalyst is C1COCC1. The product is [CH3:1][O:2][CH2:3][CH2:4][O:5][C:6]1[C:7]([NH:19][C:20]([NH2:22])=[S:21])=[N:8][CH:9]=[C:10]([O:12][C:13]2[CH:18]=[CH:17][CH:16]=[CH:15][CH:14]=2)[CH:11]=1. The yield is 0.810. (5) The reactants are [CH3:1][C:2]1[S:6][C:5]([C:7]([O:9]C)=[O:8])=[CH:4][C:3]=1[C:11]1[N:15]([CH3:16])[N:14]=[CH:13][C:12]=1[CH:17]([CH3:19])[CH3:18].[OH-].[Na+]. The catalyst is O1CCCC1. The product is [CH3:1][C:2]1[S:6][C:5]([C:7]([OH:9])=[O:8])=[CH:4][C:3]=1[C:11]1[N:15]([CH3:16])[N:14]=[CH:13][C:12]=1[CH:17]([CH3:19])[CH3:18]. The yield is 0.790. (6) The reactants are [Al+3].[Cl-].[Cl-].[Cl-].[CH3:5][C:6]1[CH:7]=[C:8]([SH:13])[CH:9]=[C:10]([CH3:12])[CH:11]=1.[C:14](Cl)(=[O:18])[C:15](Cl)=[O:16]. The catalyst is C(Cl)Cl. The product is [CH3:12][C:10]1[C:9]2[C:15](=[O:16])[C:14](=[O:18])[S:13][C:8]=2[CH:7]=[C:6]([CH3:5])[CH:11]=1. The yield is 0.350. (7) The product is [C:1]([O:5][C:6](=[O:7])[C:8]1[CH:13]=[CH:12][CH:11]=[C:10]([C:14]2[C:19]([CH3:20])=[CH:18][CH:17]=[C:16]([NH2:22])[N:15]=2)[CH:9]=1)([CH3:4])([CH3:3])[CH3:2]. The reactants are [C:1]([O:5][C:6]([C:8]1[CH:9]=[C:10]([C:14]2[C:19]([CH3:20])=[CH:18][CH:17]=[CH:16][N+:15]=2[O-])[CH:11]=[CH:12][CH:13]=1)=[O:7])([CH3:4])([CH3:3])[CH3:2].[N:22]1C=CC=CC=1.CS(OS(C)(=O)=O)(=O)=O.C(CN)O. The yield is 0.530. The catalyst is CC#N.O. (8) The reactants are [CH:1]([C:4]1[CH:13]=[CH:12][C:11]2[C:6](=[CH:7][CH:8]=[CH:9][CH:10]=2)[C:5]=1[CH:14]=[O:15])=[CH:2][CH3:3].[H][H]. The catalyst is C(OCC)(=O)C.[C].[Pd]. The product is [CH2:1]([C:4]1[CH:13]=[CH:12][C:11]2[C:6](=[CH:7][CH:8]=[CH:9][CH:10]=2)[C:5]=1[CH:14]=[O:15])[CH2:2][CH3:3]. The yield is 0.940. (9) The reactants are [OH:1][C:2]1[C:3](C(C2C=CC=CC=2)(C)C)=[N:4][C:5]2[C:10]([C:11]=1[C:12]([OH:14])=[O:13])=[CH:9][CH:8]=[C:7]1[CH2:15]CC[CH2:18][C:6]=21.CC1C(C)=C2C(C(=O)C(=O)N2)=CC=1.OCC(=O)[CH2:44][CH:45]([C:47]1[CH:52]=[CH:51][CH:50]=[CH:49][CH:48]=1)[CH3:46]. No catalyst specified. The product is [OH:1][C:2]1[C:3]([CH2:44][CH:45]([C:47]2[CH:52]=[CH:51][CH:50]=[CH:49][CH:48]=2)[CH3:46])=[N:4][C:5]2[C:10]([C:11]=1[C:12]([OH:14])=[O:13])=[CH:9][CH:8]=[C:7]([CH3:15])[C:6]=2[CH3:18]. The yield is 0.118. (10) The reactants are [CH2:1]([O:3][C:4]1[C:12]([O:13][C:14]([F:17])([F:16])[F:15])=[CH:11][CH:10]=[CH:9][C:5]=1[CH2:6]CN)[CH3:2].[C:18](Cl)(=[O:21])[CH:19]=[CH2:20].[CH2:23]([N:25](CC)CC)C. The catalyst is C(Cl)Cl. The product is [CH2:1]([O:3][C:4]1[C:12]([O:13][C:14]([F:15])([F:16])[F:17])=[CH:11][CH:10]=[CH:9][C:5]=1[CH2:6][N:25]([CH3:23])[C:18](=[O:21])[CH:19]=[CH2:20])[CH3:2]. The yield is 0.860.